Dataset: Full USPTO retrosynthesis dataset with 1.9M reactions from patents (1976-2016). Task: Predict the reactants needed to synthesize the given product. (1) Given the product [CH:11]([S:1][CH2:2][CH2:3][OH:4])([C:5]1[CH:10]=[CH:9][CH:8]=[CH:7][CH:6]=1)[C:13]1[CH:18]=[CH:17][CH:16]=[CH:15][CH:14]=1, predict the reactants needed to synthesize it. The reactants are: [SH:1][CH2:2][CH2:3][OH:4].[C:5]1([CH:11]([C:13]2[CH:18]=[CH:17][CH:16]=[CH:15][CH:14]=2)O)[CH:10]=[CH:9][CH:8]=[CH:7][CH:6]=1.C([O-])([O-])=O.[K+].[K+].O. (2) Given the product [Cl:53][C:54]1[CH:61]=[CH:60][C:57]([CH2:58][NH:59][C:49]([C:40]2[CH:39]=[C:38]3[C:43]([C:44](=[O:45])[N:35]([C:30]4[CH:29]=[CH:28][C:27]([O:26][CH3:25])=[C:32]([O:33][CH3:34])[N:31]=4)[C:36](=[S:52])[NH:37]3)=[CH:42][C:41]=2[N:46]([CH3:48])[CH3:47])=[O:50])=[CH:56][CH:55]=1, predict the reactants needed to synthesize it. The reactants are: CN(C(ON1N=NC2C=CC=NC1=2)=[N+](C)C)C.F[P-](F)(F)(F)(F)F.[CH3:25][O:26][C:27]1[CH:28]=[CH:29][C:30]([N:35]2[C:44](=[O:45])[C:43]3[C:38](=[CH:39][C:40]([C:49](O)=[O:50])=[C:41]([N:46]([CH3:48])[CH3:47])[CH:42]=3)[NH:37][C:36]2=[S:52])=[N:31][C:32]=1[O:33][CH3:34].[Cl:53][C:54]1[CH:61]=[CH:60][C:57]([CH2:58][NH2:59])=[CH:56][CH:55]=1.O. (3) The reactants are: [CH2:1]([O:13][CH2:14][C:15]([CH2:20][O:21][CH2:22][CH2:23][CH2:24][CH2:25][CH2:26][CH2:27][CH2:28][CH2:29][CH2:30][CH2:31][CH2:32][CH3:33])([CH2:18][OH:19])[CH2:16][OH:17])[CH2:2][CH2:3][CH2:4][CH2:5][CH2:6][CH2:7][CH2:8][CH2:9][CH2:10][CH2:11][CH3:12].[H-].[Na+:35].[S:36]1([O:42][CH2:41][CH2:40][O:39]1)(=[O:38])=[O:37].Cl. Given the product [S:36]([O:42][S:36]([O-:39])(=[O:38])=[O:37])([O-:39])(=[O:38])=[O:37].[CH2:22]([O:21][CH2:20][C:15]([CH2:14][O:13][CH2:1][CH2:2][CH2:3][CH2:4][CH2:5][CH2:6][CH2:7][CH2:8][CH2:9][CH2:10][CH2:11][CH3:12])([CH2:18][O:19][CH2:40][CH2:41][OH:42])[CH2:16][O:17][CH2:40][CH2:41][OH:42])[CH2:23][CH2:24][CH2:25][CH2:26][CH2:27][CH2:28][CH2:29][CH2:30][CH2:31][CH2:32][CH3:33].[Na+:35].[Na+:35], predict the reactants needed to synthesize it. (4) Given the product [OH:22][C:23]1[N:27]([CH3:28])[N:26]=[C:25]([CH3:29])[C:24]=1[C:10](=[O:12])[C:9]1[CH:13]=[CH:14][C:15]([C:16]([F:17])([F:18])[F:19])=[C:7]([S:4]([CH3:6])(=[N:3][C:1]#[N:2])=[O:5])[C:8]=1[O:20][CH3:21], predict the reactants needed to synthesize it. The reactants are: [C:1]([N:3]=[S:4]([C:7]1[C:8]([O:20][CH3:21])=[C:9]([CH:13]=[CH:14][C:15]=1[C:16]([F:19])([F:18])[F:17])[C:10]([OH:12])=O)([CH3:6])=[O:5])#[N:2].[OH:22][C:23]1[N:27]([CH3:28])[N:26]=[C:25]([CH3:29])[CH:24]=1.Cl.CN(C)CCCN=C=NCC.C(N(CC)CC)C.[C-]#N.[K+]. (5) Given the product [CH2:1]([O:4][C:5]([C:7]1[CH:8]=[C:9]([CH:29]=[CH:30][CH:31]=1)[CH2:10][O:11][CH2:12][C@@H:13]([NH:16][C:17](=[O:28])[C@H:18]([CH2:20][C:21]1[CH:26]=[CH:25][CH:24]=[C:23]([CH3:27])[CH:22]=1)[NH:19][C:36]1[CH:37]=[CH:38][C:33]([F:32])=[CH:34][CH:35]=1)[C:14]#[N:15])=[O:6])[CH:2]=[CH2:3], predict the reactants needed to synthesize it. The reactants are: [CH2:1]([O:4][C:5]([C:7]1[CH:8]=[C:9]([CH:29]=[CH:30][CH:31]=1)[CH2:10][O:11][CH2:12][C@@H:13]([NH:16][C:17](=[O:28])[C@H:18]([CH2:20][C:21]1[CH:26]=[CH:25][CH:24]=[C:23]([CH3:27])[CH:22]=1)[NH2:19])[C:14]#[N:15])=[O:6])[CH:2]=[CH2:3].[F:32][C:33]1[CH:38]=[CH:37][C:36](B(O)O)=[CH:35][CH:34]=1.N1C=CC=CC=1. (6) Given the product [O:32]=[C:26]1[CH:25]([N:18]2[C:17](=[O:33])[C:16]3[C:20](=[CH:21][CH:22]=[CH:23][C:15]=3[CH2:14][NH:13][C:34](=[O:38])[CH2:35][CH2:36][CH3:37])[C:19]2=[O:24])[CH2:30][CH2:29][C:28](=[O:31])[NH:27]1, predict the reactants needed to synthesize it. The reactants are: N12CCCN=C1CCCCC2.Cl.[NH2:13][CH2:14][C:15]1[CH:23]=[CH:22][CH:21]=[C:20]2[C:16]=1[C:17](=[O:33])[N:18]([CH:25]1[CH2:30][CH2:29][C:28](=[O:31])[NH:27][C:26]1=[O:32])[C:19]2=[O:24].[C:34](Cl)(=[O:38])[CH2:35][CH2:36][CH3:37]. (7) Given the product [NH2:1][C:2]1[C:3]([C:14]2[CH:22]=[CH:21][C:17]([C:18]([NH:24][C@@H:25]([C:28]3[CH:33]=[C:32]([I:34])[CH:31]=[C:30]([F:35])[CH:29]=3)[CH2:26][OH:27])=[O:20])=[C:16]([F:23])[CH:15]=2)=[N:4][C:5]([C@@H:8]2[CH2:12][CH2:11][C@@H:10]([OH:13])[CH2:9]2)=[CH:6][N:7]=1, predict the reactants needed to synthesize it. The reactants are: [NH2:1][C:2]1[C:3]([C:14]2[CH:22]=[CH:21][C:17]([C:18]([OH:20])=O)=[C:16]([F:23])[CH:15]=2)=[N:4][C:5]([C@@H:8]2[CH2:12][CH2:11][C@@H:10]([OH:13])[CH2:9]2)=[CH:6][N:7]=1.[NH2:24][C@@H:25]([C:28]1[CH:33]=[C:32]([I:34])[CH:31]=[C:30]([F:35])[CH:29]=1)[CH2:26][OH:27].C1C=NC2N(O)N=NC=2C=1.C(Cl)CCl.CCN(C(C)C)C(C)C.